From a dataset of Forward reaction prediction with 1.9M reactions from USPTO patents (1976-2016). Predict the product of the given reaction. Given the reactants [CH2:1]([NH:8][CH3:9])[C:2]1[CH:7]=[CH:6][CH:5]=[CH:4][CH:3]=1.Br.Br[CH2:12][C:13]([C:15]1[CH:20]=[CH:19][N:18]=[CH:17][CH:16]=1)=[O:14], predict the reaction product. The product is: [CH2:1]([N:8]([CH2:12][C:13]([C:15]1[CH:20]=[CH:19][N:18]=[CH:17][CH:16]=1)=[O:14])[CH3:9])[C:2]1[CH:7]=[CH:6][CH:5]=[CH:4][CH:3]=1.